Dataset: Forward reaction prediction with 1.9M reactions from USPTO patents (1976-2016). Task: Predict the product of the given reaction. (1) Given the reactants C(OC([N:8]1[CH2:13][CH2:12][N:11]([CH:14]([C:21]2[CH:29]=[CH:28][C:24]([C:25]([OH:27])=[O:26])=[CH:23][CH:22]=2)[C:15]2[CH:20]=[CH:19][CH:18]=[CH:17][CH:16]=2)[CH2:10][CH2:9]1)=O)(C)(C)C.[ClH:30], predict the reaction product. The product is: [ClH:30].[ClH:30].[N:11]1([CH:14]([C:21]2[CH:22]=[CH:23][C:24]([C:25]([OH:27])=[O:26])=[CH:28][CH:29]=2)[C:15]2[CH:16]=[CH:17][CH:18]=[CH:19][CH:20]=2)[CH2:12][CH2:13][NH:8][CH2:9][CH2:10]1. (2) The product is: [CH3:1][O:2][CH2:3][C:4]1[CH:5]=[C:6]([CH:9]=[C:10]([B:12]2[O:16][C:15]([CH3:18])([CH3:17])[C:14]([CH3:20])([CH3:19])[O:13]2)[CH:11]=1)[C:7]#[N:8]. Given the reactants [CH3:1][O:2][CH2:3][C:4]1[CH:5]=[C:6]([CH:9]=[CH:10][CH:11]=1)[C:7]#[N:8].[B:12]1([B:12]2[O:16][C:15]([CH3:18])([CH3:17])[C:14]([CH3:20])([CH3:19])[O:13]2)[O:16][C:15]([CH3:18])([CH3:17])[C:14]([CH3:20])([CH3:19])[O:13]1, predict the reaction product. (3) Given the reactants [F:1][C:2]1[CH:3]=[C:4]([CH:15]=[CH:16][CH:17]=1)[CH2:5][O:6][C:7]1[CH:12]=[CH:11][C:10]([CH2:13][OH:14])=[CH:9][CH:8]=1.C(N(CC)CC)C.[CH3:25][N:26]=[C:27]=[O:28], predict the reaction product. The product is: [F:1][C:2]1[CH:3]=[C:4]([CH:15]=[CH:16][CH:17]=1)[CH2:5][O:6][C:7]1[CH:12]=[CH:11][C:10]([CH2:13][O:14][C:27](=[O:28])[NH:26][CH3:25])=[CH:9][CH:8]=1. (4) Given the reactants [CH3:1][S:2](Cl)(=[O:4])=[O:3].[OH:6][C@@H:7]1[CH2:11][CH2:10][N:9]([C:12]([O:14][CH2:15][C:16]2[CH:21]=[CH:20][CH:19]=[CH:18][CH:17]=2)=[O:13])[CH2:8]1.C(N(CC)CC)C, predict the reaction product. The product is: [CH3:1][S:2]([O:6][C@@H:7]1[CH2:11][CH2:10][N:9]([C:12]([O:14][CH2:15][C:16]2[CH:21]=[CH:20][CH:19]=[CH:18][CH:17]=2)=[O:13])[CH2:8]1)(=[O:4])=[O:3]. (5) Given the reactants C1(N([C@H]2CC[C@H](OC)CC2)[C:7](=[O:19])[NH:8][C:9]2[S:10][C:11]([S:14][CH2:15][C:16]([OH:18])=[O:17])=[CH:12][N:13]=2)CCCC1.[CH:28]1([NH:34][C@H:35]2[CH2:40][CH2:39][C@@H:38]([O:41][CH2:42][CH2:43][CH3:44])[CH2:37][CH2:36]2)[CH2:33][CH2:32][CH2:31][CH2:30][CH2:29]1, predict the reaction product. The product is: [CH:28]1([N:34]([C@H:35]2[CH2:40][CH2:39][C@@H:38]([O:41][CH2:42][CH2:43][CH3:44])[CH2:37][CH2:36]2)[C:7](=[O:19])[NH:8][C:9]2[S:10][C:11]([S:14][CH2:15][C:16]([OH:18])=[O:17])=[CH:12][N:13]=2)[CH2:29][CH2:30][CH2:31][CH2:32][CH2:33]1.